Dataset: Forward reaction prediction with 1.9M reactions from USPTO patents (1976-2016). Task: Predict the product of the given reaction. (1) Given the reactants [NH:1]1[C:5]2[CH:6]=[CH:7][CH:8]=[CH:9][C:4]=2[N:3]=[C:2]1[S:10][C:11]1[N:12]([CH2:21][CH2:22][CH:23]=[C:24]([CH3:26])[CH3:25])[C:13]2[C:18]([N:19]=1)=[C:17]([NH2:20])[N:16]=[CH:15][N:14]=2.[CH3:27]OS(OC)(=O)=O.C([O-])([O-])=O.[Cs+].[Cs+].CO, predict the reaction product. The product is: [CH3:27][N:1]1[C:5]2[CH:6]=[CH:7][CH:8]=[CH:9][C:4]=2[N:3]=[C:2]1[S:10][C:11]1[N:12]([CH2:21][CH2:22][CH:23]=[C:24]([CH3:26])[CH3:25])[C:13]2[C:18]([N:19]=1)=[C:17]([NH2:20])[N:16]=[CH:15][N:14]=2. (2) Given the reactants [F:1][C:2]1[CH:7]=[CH:6][C:5]([NH:8][C:9]2[C:14]([C:15]([N:17]3[CH2:22][CH2:21][CH:20]([C:23]4[CH:28]=[CH:27][C:26]([F:29])=[CH:25][CH:24]=4)[CH2:19][CH2:18]3)=[O:16])=[CH:13][N:12]=[C:11]([S:30]([NH2:33])(=[O:32])=[O:31])[CH:10]=2)=[C:4]([CH3:34])[CH:3]=1.[F:35][C:36]([F:42])([CH3:41])[CH2:37][C:38]([OH:40])=O, predict the reaction product. The product is: [F:42][C:36]1([F:35])[CH2:41][CH:37]1[C:38]([NH:33][S:30]([C:11]1[CH:10]=[C:9]([NH:8][C:5]2[CH:6]=[CH:7][C:2]([F:1])=[CH:3][C:4]=2[CH3:34])[C:14]([C:15]([N:17]2[CH2:18][CH2:19][CH:20]([C:23]3[CH:28]=[CH:27][C:26]([F:29])=[CH:25][CH:24]=3)[CH2:21][CH2:22]2)=[O:16])=[CH:13][N:12]=1)(=[O:31])=[O:32])=[O:40].